This data is from CYP1A2 inhibition data for predicting drug metabolism from PubChem BioAssay. The task is: Regression/Classification. Given a drug SMILES string, predict its absorption, distribution, metabolism, or excretion properties. Task type varies by dataset: regression for continuous measurements (e.g., permeability, clearance, half-life) or binary classification for categorical outcomes (e.g., BBB penetration, CYP inhibition). Dataset: cyp1a2_veith. (1) The molecule is COc1ccc(-c2nc(CSCC(=O)NCC3CCCO3)c(C)o2)cc1OC. The result is 1 (inhibitor). (2) The drug is CC(c1ccc(Cl)cc1)n1c(-c2ccc3ccccc3n2)n[nH]c1=S. The result is 1 (inhibitor). (3) The drug is CN(C)Cc1ccccc1-c1cc(Nc2ccccc2)ncn1. The result is 1 (inhibitor). (4) The compound is CCN(CC)COC(=S)S. The result is 0 (non-inhibitor). (5) The drug is COc1ccc2[nH]cc(CCNc3ccnc(-c4ccccc4C)n3)c2c1. The result is 1 (inhibitor). (6) The drug is C[C@]12C=CC(=O)C=C1CC[C@@H]1[C@H]3C[C@@H](O)[C@](O)(C(=O)CO)[C@@]3(C)C[C@H](O)[C@]12F. The result is 0 (non-inhibitor). (7) The molecule is N[C@H](Cn1ccc(=O)[nH]c1=O)C(=O)O. The result is 0 (non-inhibitor). (8) The drug is COc1ccc(O[C@H]2C=C[C@@H](c3ccccc3)O[C@H]2COC(=O)NCc2cccc3ccccc23)cc1. The result is 0 (non-inhibitor).